Dataset: Peptide-MHC class I binding affinity with 185,985 pairs from IEDB/IMGT. Task: Regression. Given a peptide amino acid sequence and an MHC pseudo amino acid sequence, predict their binding affinity value. This is MHC class I binding data. The peptide sequence is RTMPLSRFT. The MHC is HLA-B35:01 with pseudo-sequence HLA-B35:01. The binding affinity (normalized) is 0.0847.